Regression. Given two drug SMILES strings and cell line genomic features, predict the synergy score measuring deviation from expected non-interaction effect. From a dataset of NCI-60 drug combinations with 297,098 pairs across 59 cell lines. (1) Drug 1: CN1CCC(CC1)COC2=C(C=C3C(=C2)N=CN=C3NC4=C(C=C(C=C4)Br)F)OC. Drug 2: C1=NC(=NC(=O)N1C2C(C(C(O2)CO)O)O)N. Cell line: NCI-H226. Synergy scores: CSS=9.66, Synergy_ZIP=-1.57, Synergy_Bliss=2.26, Synergy_Loewe=0.172, Synergy_HSA=0.678. (2) Synergy scores: CSS=58.4, Synergy_ZIP=1.21, Synergy_Bliss=0.822, Synergy_Loewe=-23.7, Synergy_HSA=2.95. Cell line: HS 578T. Drug 1: CS(=O)(=O)CCNCC1=CC=C(O1)C2=CC3=C(C=C2)N=CN=C3NC4=CC(=C(C=C4)OCC5=CC(=CC=C5)F)Cl. Drug 2: CC1CCCC2(C(O2)CC(NC(=O)CC(C(C(=O)C(C1O)C)(C)C)O)C(=CC3=CSC(=N3)C)C)C. (3) Drug 1: C1=CC=C(C=C1)NC(=O)CCCCCCC(=O)NO. Drug 2: CC1=C(C(=O)C2=C(C1=O)N3CC4C(C3(C2COC(=O)N)OC)N4)N. Cell line: HCT116. Synergy scores: CSS=39.2, Synergy_ZIP=-8.39, Synergy_Bliss=-4.14, Synergy_Loewe=-13.6, Synergy_HSA=-3.62. (4) Cell line: 786-0. Drug 1: C1=NC2=C(N1)C(=S)N=CN2. Synergy scores: CSS=53.5, Synergy_ZIP=1.41, Synergy_Bliss=2.32, Synergy_Loewe=-1.63, Synergy_HSA=4.10. Drug 2: CC1CCCC2(C(O2)CC(NC(=O)CC(C(C(=O)C(C1O)C)(C)C)O)C(=CC3=CSC(=N3)C)C)C. (5) Drug 1: CCCCC(=O)OCC(=O)C1(CC(C2=C(C1)C(=C3C(=C2O)C(=O)C4=C(C3=O)C=CC=C4OC)O)OC5CC(C(C(O5)C)O)NC(=O)C(F)(F)F)O. Drug 2: CC1C(C(CC(O1)OC2CC(CC3=C2C(=C4C(=C3O)C(=O)C5=C(C4=O)C(=CC=C5)OC)O)(C(=O)CO)O)N)O.Cl. Cell line: SK-MEL-5. Synergy scores: CSS=49.0, Synergy_ZIP=-0.314, Synergy_Bliss=0.549, Synergy_Loewe=-5.98, Synergy_HSA=0.437. (6) Drug 1: CC1=C(C=C(C=C1)C(=O)NC2=CC(=CC(=C2)C(F)(F)F)N3C=C(N=C3)C)NC4=NC=CC(=N4)C5=CN=CC=C5. Drug 2: CC1=C2C(C(=O)C3(C(CC4C(C3C(C(C2(C)C)(CC1OC(=O)C(C(C5=CC=CC=C5)NC(=O)OC(C)(C)C)O)O)OC(=O)C6=CC=CC=C6)(CO4)OC(=O)C)O)C)O. Cell line: SR. Synergy scores: CSS=-4.02, Synergy_ZIP=11.5, Synergy_Bliss=7.52, Synergy_Loewe=6.08, Synergy_HSA=4.69. (7) Drug 1: CC1=C(C=C(C=C1)NC2=NC=CC(=N2)N(C)C3=CC4=NN(C(=C4C=C3)C)C)S(=O)(=O)N.Cl. Drug 2: C1=NC2=C(N1)C(=S)N=CN2. Cell line: HOP-92. Synergy scores: CSS=-0.926, Synergy_ZIP=-11.8, Synergy_Bliss=-27.8, Synergy_Loewe=-45.5, Synergy_HSA=-26.8. (8) Drug 1: CCN(CC)CCNC(=O)C1=C(NC(=C1C)C=C2C3=C(C=CC(=C3)F)NC2=O)C. Drug 2: CN(CCCl)CCCl.Cl. Cell line: SW-620. Synergy scores: CSS=37.5, Synergy_ZIP=-7.48, Synergy_Bliss=-2.92, Synergy_Loewe=-1.33, Synergy_HSA=-0.173.